From a dataset of Reaction yield outcomes from USPTO patents with 853,638 reactions. Predict the reaction yield, written as a fraction of the theoretical maximum amount of product (1.0 means a 100% yield; for example, 0.34 means a 34% yield). The reactants are [NH2:1][C:2]1[N:7]=[CH:6][C:5]([C:8]2[CH:9]=[N:10][N:11]([C:13]([CH3:18])([CH3:17])[C:14](O)=[O:15])[CH:12]=2)=[CH:4][C:3]=1[O:19][CH:20]([C:22]1[C:27]([Cl:28])=[CH:26][CH:25]=[C:24]([F:29])[C:23]=1[Cl:30])[CH3:21].C1C=CC2N(O)N=NC=2C=1.C(Cl)CCl.[CH3:45][N:46]([CH3:51])[CH2:47][CH2:48][CH2:49][NH2:50]. The catalyst is CN(C=O)C. The product is [NH2:1][C:2]1[N:7]=[CH:6][C:5]([C:8]2[CH:9]=[N:10][N:11]([C:13]([CH3:18])([CH3:17])[C:14]([NH:50][CH2:49][CH2:48][CH2:47][N:46]([CH3:51])[CH3:45])=[O:15])[CH:12]=2)=[CH:4][C:3]=1[O:19][CH:20]([C:22]1[C:27]([Cl:28])=[CH:26][CH:25]=[C:24]([F:29])[C:23]=1[Cl:30])[CH3:21]. The yield is 0.140.